Task: Predict the product of the given reaction.. Dataset: Forward reaction prediction with 1.9M reactions from USPTO patents (1976-2016) (1) The product is: [F:21][C:2]([F:20])([F:1])[C:3]1[N:8]=[CH:7][C:6]([NH:9][C:10]2[C:11]3[CH2:19][N:18]([C:23]4[C:28]([S:29]([CH3:32])(=[O:31])=[O:30])=[CH:27][CH:26]=[CH:25][N:24]=4)[CH2:17][CH2:16][C:12]=3[N:13]=[CH:14][N:15]=2)=[CH:5][CH:4]=1. Given the reactants [F:1][C:2]([F:21])([F:20])[C:3]1[N:8]=[CH:7][C:6]([NH:9][C:10]2[C:11]3[CH2:19][NH:18][CH2:17][CH2:16][C:12]=3[N:13]=[CH:14][N:15]=2)=[CH:5][CH:4]=1.Cl[C:23]1[C:28]([S:29]([CH3:32])(=[O:31])=[O:30])=[CH:27][CH:26]=[CH:25][N:24]=1.C(N(CC)C(C)C)(C)C, predict the reaction product. (2) The product is: [CH:15]1[C:14]2[C:19](=[CH:20][C:21]3[C:26]([CH:13]=2)=[CH:25][CH:24]=[CH:23][CH:22]=3)[CH:18]=[CH:17][CH:16]=1. Given the reactants [Li]CCCC.BrC1C=CC=CC=1[C:13]1[C:14]2[C:19]([C:20](C3C=CC=CC=3Br)=[C:21]3[C:26]=1[CH:25]=[CH:24][CH:23]=[CH:22]3)=[CH:18][CH:17]=[CH:16][CH:15]=2.B(OC)(OC)OC.OC(C(O)(C)C)(C)C, predict the reaction product. (3) Given the reactants [NH2:1][CH2:2][CH2:3][OH:4].S=[C:6]1[NH:12][C:11]2[CH:13]=[CH:14][CH:15]=[CH:16][C:10]=2[CH2:9][N:8]([C:17]([O:19][C:20]([CH3:23])([CH3:22])[CH3:21])=[O:18])[CH2:7]1, predict the reaction product. The product is: [C:20]([O:19][C:17]([N:8]1[CH2:9][C:10]2[CH:16]=[CH:15][CH:14]=[CH:13][C:11]=2[N:12]=[C:6]([NH:1][CH2:2][CH2:3][OH:4])[CH2:7]1)=[O:18])([CH3:23])([CH3:21])[CH3:22]. (4) Given the reactants [N:1]1[CH:6]=[CH:5][C:4]([C:7]2[CH:15]=[CH:14][CH:13]=[C:12]3[C:8]=2[CH2:9][C:10](=[O:16])[NH:11]3)=[CH:3][CH:2]=1.[N:17]1([C:23]2[CH:30]=[CH:29][C:26]([CH:27]=O)=[CH:25][CH:24]=2)[CH2:22][CH2:21][O:20][CH2:19][CH2:18]1, predict the reaction product. The product is: [N:17]1([C:23]2[CH:30]=[CH:29][C:26]([CH:27]=[C:9]3[C:8]4[C:12](=[CH:13][CH:14]=[CH:15][C:7]=4[C:4]4[CH:5]=[CH:6][N:1]=[CH:2][CH:3]=4)[NH:11][C:10]3=[O:16])=[CH:25][CH:24]=2)[CH2:22][CH2:21][O:20][CH2:19][CH2:18]1. (5) Given the reactants O1CCCC1.CCOCC.[CH3:11][O:12][C:13](=[O:46])[C@@H:14]([NH:34][C:35]([C@H:37]1[CH2:42][CH2:41][C@H:40]([CH:43]([CH3:45])[CH3:44])[CH2:39][CH2:38]1)=[O:36])[CH2:15][C:16]1[CH:21]=[CH:20][C:19]([O:22][CH2:23][CH2:24][N:25](C)[C:26](OC(C)(C)C)=O)=[CH:18][CH:17]=1.FC(F)(F)C(O)=O, predict the reaction product. The product is: [CH3:11][O:12][C:13](=[O:46])[C@@H:14]([NH:34][C:35]([C@H:37]1[CH2:42][CH2:41][C@H:40]([CH:43]([CH3:44])[CH3:45])[CH2:39][CH2:38]1)=[O:36])[CH2:15][C:16]1[CH:17]=[CH:18][C:19]([O:22][CH2:23][CH2:24][NH:25][CH3:26])=[CH:20][CH:21]=1. (6) The product is: [NH2:14][C:13]1[CH:12]=[C:11]([Cl:10])[C:17]([O:18][CH3:19])=[CH:16][C:15]=1[C:4]([C:3]1[CH:6]=[CH:7][CH:8]=[CH:9][C:2]=1[Cl:1])=[O:5]. Given the reactants [Cl:1][C:2]1[CH:9]=[CH:8][CH:7]=[CH:6][C:3]=1[CH:4]=[O:5].[Cl:10][C:11]1[CH:12]=[C:13]([CH:15]=[CH:16][C:17]=1[O:18][CH3:19])[NH2:14], predict the reaction product.